Dataset: Catalyst prediction with 721,799 reactions and 888 catalyst types from USPTO. Task: Predict which catalyst facilitates the given reaction. (1) Reactant: [CH3:1][C:2]1[O:6][C:5]([C:7]2[CH:12]=[CH:11][C:10]([N:13]3[CH2:18][CH2:17][O:16][CH2:15][CH2:14]3)=[CH:9][CH:8]=2)=[N:4][C:3]=1[CH2:19][CH2:20][O:21][C:22]1[CH:23]=[C:24]2[C:28](=[CH:29][CH:30]=1)[C@H:27]([CH2:31][C:32]([O:34]CC)=[O:33])[CH2:26][CH2:25]2.O[Li].O.O.Cl. Product: [CH3:1][C:2]1[O:6][C:5]([C:7]2[CH:8]=[CH:9][C:10]([N:13]3[CH2:14][CH2:15][O:16][CH2:17][CH2:18]3)=[CH:11][CH:12]=2)=[N:4][C:3]=1[CH2:19][CH2:20][O:21][C:22]1[CH:23]=[C:24]2[C:28](=[CH:29][CH:30]=1)[C@H:27]([CH2:31][C:32]([OH:34])=[O:33])[CH2:26][CH2:25]2. The catalyst class is: 301. (2) Reactant: [F:1][C:2]([F:29])([F:28])[C:3]1[CH:8]=[CH:7][C:6]([C:9]2[C:13]3[CH:14]=[CH:15][C:16]([C:18]#[C:19][CH2:20][CH2:21][CH2:22]OS(C)(=O)=O)=[CH:17][C:12]=3[S:11][N:10]=2)=[CH:5][CH:4]=1.C([CH2:33][NH2:34])C=C.[CH3:35][CH2:36][O:37]CC. Product: [CH3:33][N:34]([CH2:22][CH2:21][CH2:20][C:19]#[C:18][C:16]1[CH:15]=[CH:14][C:13]2[C:9]([C:6]3[CH:5]=[CH:4][C:3]([C:2]([F:1])([F:28])[F:29])=[CH:8][CH:7]=3)=[N:10][S:11][C:12]=2[CH:17]=1)[CH2:35][CH2:36][OH:37]. The catalyst class is: 18. (3) Reactant: [NH2:1][C:2]1[S:3][C:4]([C:14]2[CH:19]=[CH:18][CH:17]=[CH:16][CH:15]=2)=[CH:5][C:6]=1[C:7]([O:9][C:10]([CH3:13])([CH3:12])[CH3:11])=[O:8].[Cl:20][C:21]1[CH:26]=[C:25]([Cl:27])[CH:24]=[C:23]([Cl:28])[C:22]=1[N:29]=[C:30]=[O:31].C(N(CC)CC)C. Product: [C:14]1([C:4]2[S:3][C:2]([NH:1][C:30]([NH:29][C:22]3[C:23]([Cl:28])=[CH:24][C:25]([Cl:27])=[CH:26][C:21]=3[Cl:20])=[O:31])=[C:6]([C:7]([O:9][C:10]([CH3:13])([CH3:12])[CH3:11])=[O:8])[CH:5]=2)[CH:15]=[CH:16][CH:17]=[CH:18][CH:19]=1. The catalyst class is: 3. (4) Reactant: C([C:5]1[C:6]([NH2:43])=[C:7]([CH:11]=[CH:12][C:13]=1[C@H:14]([NH:17][C:18]([N:20]1[C:26](=[O:27])[C@@H:25]([CH2:28][C:29]2[CH:34]=[C:33]([Cl:35])[CH:32]=[CH:31][C:30]=2[O:36][CH3:37])[CH2:24][NH:23][C:22](=[N:38][NH:39][C:40](=O)[CH3:41])[CH2:21]1)=[O:19])[CH2:15][CH3:16])[C:8]([OH:10])=[O:9])(C)(C)C. Product: [NH2:43][C:6]1[CH:5]=[C:13]([C@H:14]([NH:17][C:18]([N:20]2[C:26](=[O:27])[C@@H:25]([CH2:28][C:29]3[CH:34]=[C:33]([Cl:35])[CH:32]=[CH:31][C:30]=3[O:36][CH3:37])[CH2:24][N:23]3[C:40]([CH3:41])=[N:39][N:38]=[C:22]3[CH2:21]2)=[O:19])[CH2:15][CH3:16])[CH:12]=[CH:11][C:7]=1[C:8]([O:10][C:7]([CH3:11])([CH3:8])[CH3:6])=[O:9]. The catalyst class is: 12. (5) Reactant: Br[C:2]1[CH:3]=[N:4][N:5]([CH3:19])[C:6]=1[C:7]1[CH:8]=[C:9]([C:15]([O:17][CH3:18])=[O:16])[S:10][C:11]=1[CH2:12][CH2:13][CH3:14].[C:20](=O)([O-])[O-].[K+].[K+].CB1OB(C)OB(C)O1. Product: [CH3:19][N:5]1[C:6]([C:7]2[CH:8]=[C:9]([C:15]([O:17][CH3:18])=[O:16])[S:10][C:11]=2[CH2:12][CH2:13][CH3:14])=[C:2]([CH3:20])[CH:3]=[N:4]1. The catalyst class is: 423. (6) Reactant: Cl[C:2]1[N:7]2[N:8]=[C:9]([C:23]3[CH:28]=[CH:27][N:26]=[C:25]([NH:29][CH:30]4[CH2:34][CH2:33][CH2:32][CH2:31]4)[N:24]=3)[C:10]([C:11]3[CH:16]=[CH:15][N:14]=[C:13]([NH:17][CH:18]4[CH2:22][CH2:21][CH2:20][CH2:19]4)[N:12]=3)=[C:6]2[CH:5]=[CH:4][CH:3]=1.C1(P(C2C=CC=CC=2)C2C=CC3C(=CC=CC=3)C=2C2C3C(=CC=CC=3)C=CC=2P(C2C=CC=CC=2)C2C=CC=CC=2)C=CC=CC=1.C(=O)([O-])[O-].[Cs+].[Cs+].C(OCC)(=O)C.[CH:93]1([NH2:98])[CH2:97][CH2:96][CH2:95][CH2:94]1. Product: [CH:93]1([NH:98][C:2]2[N:7]3[N:8]=[C:9]([C:23]4[CH:28]=[CH:27][N:26]=[C:25]([NH:29][CH:30]5[CH2:34][CH2:33][CH2:32][CH2:31]5)[N:24]=4)[C:10]([C:11]4[CH:16]=[CH:15][N:14]=[C:13]([NH:17][CH:18]5[CH2:22][CH2:21][CH2:20][CH2:19]5)[N:12]=4)=[C:6]3[CH:5]=[CH:4][CH:3]=2)[CH2:97][CH2:96][CH2:95][CH2:94]1. The catalyst class is: 713. (7) Reactant: [C:1]([C:5]1[CH:10]=[C:9]([F:11])[CH:8]=[C:7]([CH:12]([O:15][CH3:16])[O:13][CH3:14])[CH:6]=1)([CH3:4])([CH3:3])[CH3:2].[C:17](=[O:19])=[O:18].Cl. Product: [C:1]([C:5]1[CH:10]=[C:9]([F:11])[C:8]([C:17]([OH:19])=[O:18])=[C:7]([CH:12]([O:13][CH3:14])[O:15][CH3:16])[CH:6]=1)([CH3:4])([CH3:2])[CH3:3]. The catalyst class is: 1.